From a dataset of Catalyst prediction with 721,799 reactions and 888 catalyst types from USPTO. Predict which catalyst facilitates the given reaction. Reactant: [CH3:1][O:2][C:3](Cl)=[O:4].[CH3:6][C:7]([CH3:51])([CH2:49][CH3:50])[CH2:8][C:9]1[N:10]=[C:11]([CH2:33][CH:34]([C:36]2[CH:41]=[CH:40][C:39]([C:42]3[CH:47]=[CH:46][C:45]([F:48])=[CH:44][N:43]=3)=[CH:38][CH:37]=2)[NH2:35])[N:12]([C:14]([C:27]2[CH:32]=[CH:31][CH:30]=[CH:29][CH:28]=2)([C:21]2[CH:26]=[CH:25][CH:24]=[CH:23][CH:22]=2)[C:15]2[CH:20]=[CH:19][CH:18]=[CH:17][CH:16]=2)[CH:13]=1.C(N(CC)CC)C. Product: [CH3:6][C:7]([CH3:51])([CH2:49][CH3:50])[CH2:8][C:9]1[N:10]=[C:11]([CH2:33][CH:34]([NH:35][C:3](=[O:4])[O:2][CH3:1])[C:36]2[CH:37]=[CH:38][C:39]([C:42]3[CH:47]=[CH:46][C:45]([F:48])=[CH:44][N:43]=3)=[CH:40][CH:41]=2)[N:12]([C:14]([C:27]2[CH:32]=[CH:31][CH:30]=[CH:29][CH:28]=2)([C:21]2[CH:26]=[CH:25][CH:24]=[CH:23][CH:22]=2)[C:15]2[CH:16]=[CH:17][CH:18]=[CH:19][CH:20]=2)[CH:13]=1. The catalyst class is: 4.